From a dataset of Reaction yield outcomes from USPTO patents with 853,638 reactions. Predict the reaction yield, written as a fraction of the theoretical maximum amount of product (1.0 means a 100% yield; for example, 0.34 means a 34% yield). (1) The reactants are [C:1]1([NH2:12])[C:6](F)=[C:5](F)[C:4](F)=[C:3](N)C=1F.Cl.Cl.[CH2:15]([N:17](CC)CC)[CH3:16].[C:22]1([CH:32]([N:34]=[C:35]=[O:36])[CH3:33])[C:31]2[C:26](=[CH:27][CH:28]=[CH:29][CH:30]=2)[CH:25]=[CH:24][CH:23]=1. The catalyst is C1COCC1. The product is [N:12]12[CH2:3][CH2:4][CH:5]([CH2:6][CH2:1]1)[CH:15]([NH:17][C:35]([NH:34][CH:32]([C:22]1[C:31]3[C:26](=[CH:27][CH:28]=[CH:29][CH:30]=3)[CH:25]=[CH:24][CH:23]=1)[CH3:33])=[O:36])[CH2:16]2. The yield is 0.190. (2) The reactants are Br[C:2]1[CH:3]=[N:4][C:5]([Cl:8])=[N:6][CH:7]=1.[CH:9]1(B(O)O)[CH2:11][CH2:10]1.P([O-])([O-])([O-])=O.[K+].[K+].[K+].C1(P(C2CCCCC2)C2CCCCC2)CCCCC1. The catalyst is C1(C)C=CC=CC=1.O.O.C([O-])(=O)C.[Pd+2].C([O-])(=O)C. The product is [Cl:8][C:5]1[N:4]=[CH:3][C:2]([CH:9]2[CH2:11][CH2:10]2)=[CH:7][N:6]=1. The yield is 0.690. (3) The reactants are [CH3:1][C:2]([CH3:36])([CH2:5][C@@:6]1([C:30]2[CH:35]=[CH:34][CH:33]=[CH:32][CH:31]=2)[O:11][C:10](=[O:12])[N:9]([C@H:13]([C:15]2[CH:20]=[CH:19][C:18](B3OC(C)(C)C(C)(C)O3)=[CH:17][CH:16]=2)[CH3:14])[CH2:8][CH2:7]1)[C:3]#[N:4].Cl[C:38]1[CH:39]=[CH:40][C:41](=[O:44])[NH:42][N:43]=1.C([O-])([O-])=O.[Cs+].[Cs+]. The catalyst is O1CCOCC1.O.Cl[Pd](Cl)([P](C1C=CC=CC=1)(C1C=CC=CC=1)C1C=CC=CC=1)[P](C1C=CC=CC=1)(C1C=CC=CC=1)C1C=CC=CC=1. The product is [CH3:1][C:2]([CH3:36])([CH2:5][C@@:6]1([C:30]2[CH:31]=[CH:32][CH:33]=[CH:34][CH:35]=2)[O:11][C:10](=[O:12])[N:9]([C@H:13]([C:15]2[CH:16]=[CH:17][C:18]([C:38]3[CH:39]=[CH:40][C:41](=[O:44])[NH:42][N:43]=3)=[CH:19][CH:20]=2)[CH3:14])[CH2:8][CH2:7]1)[C:3]#[N:4]. The yield is 0.150.